Task: Predict the reaction yield, written as a fraction of the theoretical maximum amount of product (1.0 means a 100% yield; for example, 0.34 means a 34% yield).. Dataset: Reaction yield outcomes from USPTO patents with 853,638 reactions (1) The reactants are [CH2:1]([O:3][C:4]([C:6]1[CH:7]=[N:8][C:9]2[C:14]([C:15]=1Cl)=[CH:13][CH:12]=[CH:11][C:10]=2[N+:17]([O-])=O)=[O:5])[CH3:2].[CH3:20][O:21][C:22]1[CH:29]=[CH:28][CH:27]=[CH:26][C:23]=1[CH2:24][NH2:25]. No catalyst specified. The product is [CH2:1]([O:3][C:4]([C:6]1[CH:7]=[N:8][C:9]2[C:14]([C:15]=1[NH:25][CH2:24][C:23]1[CH:26]=[CH:27][CH:28]=[CH:29][C:22]=1[O:21][CH3:20])=[CH:13][CH:12]=[CH:11][C:10]=2[NH2:17])=[O:5])[CH3:2]. The yield is 0.890. (2) The reactants are [OH:1][CH:2]([CH2:11][OH:12])[CH2:3][S:4][CH2:5][C@@H:6]([C:8]([OH:10])=[O:9])[NH2:7].[C:13]1([CH2:26][O:27][C:28](C2CC(=O)N(O)C2=O)=[O:29])[C:25]2[CH2:24][C:23]3[C:18](=[CH:19][CH:20]=[CH:21][CH:22]=3)[C:17]=2[CH:16]=[CH:15][CH:14]=1. The catalyst is C(=O)([O-])[O-].[Na+].[Na+].C(#N)C.O. The product is [C:13]1([CH2:26][O:27][C:28]([NH:7][C@H:6]([C:8]([OH:10])=[O:9])[CH2:5][S:4][CH2:3][CH:2]([OH:1])[CH2:11][OH:12])=[O:29])[C:25]2[CH2:24][C:23]3[C:18](=[CH:19][CH:20]=[CH:21][CH:22]=3)[C:17]=2[CH:16]=[CH:15][CH:14]=1. The yield is 0.638. (3) The reactants are [Cl:1][C:2]1[CH:7]=[CH:6][C:5]([C:8]2[N:12]([C:13]3[CH:18]=[CH:17][C:16]([Cl:19])=[CH:15][C:14]=3[Cl:20])[N:11]=[C:10]([C:21]3[NH:25][N:24]=[N:23][N:22]=3)[C:9]=2[CH3:26])=[CH:4][CH:3]=1.[CH2:27](O)[C:28]1[O:32][CH:31]=[CH:30][CH:29]=1.C1(P(C2C=CC=CC=2)C2C=CC=CC=2)C=CC=CC=1.N(C(OC(C)C)=O)=NC(OC(C)C)=O. No catalyst specified. The product is [Cl:1][C:2]1[CH:7]=[CH:6][C:5]([C:8]2[N:12]([C:13]3[CH:18]=[CH:17][C:16]([Cl:19])=[CH:15][C:14]=3[Cl:20])[N:11]=[C:10]([C:21]3[N:25]([CH2:27][C:28]4[O:32][CH:31]=[CH:30][CH:29]=4)[N:24]=[N:23][N:22]=3)[C:9]=2[CH3:26])=[CH:4][CH:3]=1. The yield is 0.160.